The task is: Predict the product of the given reaction.. This data is from Forward reaction prediction with 1.9M reactions from USPTO patents (1976-2016). The product is: [CH2:22]([O:21][C:19]([C:18]1[CH:27]=[CH:28][C:15]([O:14][C:4]2[CH:5]=[C:6]([C:12]#[N:13])[C:7](=[CH:10][CH:11]=2)[C:8]#[N:9])=[CH:16][CH:17]=1)=[O:20])[CH2:23][CH2:24][CH2:25][CH3:26]. Given the reactants [N+]([C:4]1[CH:5]=[C:6]([C:12]#[N:13])[C:7](=[CH:10][CH:11]=1)[C:8]#[N:9])([O-])=O.[OH:14][C:15]1[CH:28]=[CH:27][C:18]([C:19]([O:21][CH2:22][CH2:23][CH2:24][CH2:25][CH3:26])=[O:20])=[CH:17][CH:16]=1.C(=O)([O-])[O-].[K+].[K+], predict the reaction product.